Dataset: Full USPTO retrosynthesis dataset with 1.9M reactions from patents (1976-2016). Task: Predict the reactants needed to synthesize the given product. (1) Given the product [NH2:11][CH:12]([CH2:23][CH2:24][P:25]([O:29][C:30]1[CH:31]=[CH:32][C:33]([C:36]#[N:37])=[CH:34][CH:35]=1)([O:27][CH3:28])=[O:26])[C:13]([OH:15])=[O:14], predict the reactants needed to synthesize it. The reactants are: C(OC([NH:11][CH:12]([CH2:23][CH2:24][P:25]([O:29][C:30]1[CH:35]=[CH:34][C:33]([C:36]#[N:37])=[CH:32][CH:31]=1)([O:27][CH3:28])=[O:26])[C:13]([O:15]CC1C=CC=CC=1)=[O:14])=O)C1C=CC=CC=1.C1(OC)C=CC=CC=1.[Cl-].[Cl-].[Cl-].[Al+3].O. (2) The reactants are: COC1C=CC(C(C2C=CC(OC)=CC=2)(C2C=CC=CC=2)[NH:10][C:11]2[CH2:12][O:13][CH2:14][C:15]([F:41])([F:40])[C@:16]([C:19]3[CH:24]=[C:23]([N:25]=C(C4C=CC=CC=4)C4C=CC=CC=4)[CH:22]=[CH:21][C:20]=3[F:39])([CH3:18])[N:17]=2)=CC=1.FC(F)(F)C(O)=O. Given the product [NH2:25][C:23]1[CH:22]=[CH:21][C:20]([F:39])=[C:19]([C@:16]2([CH3:18])[C:15]([F:40])([F:41])[CH2:14][O:13][CH2:12][C:11]([NH2:10])=[N:17]2)[CH:24]=1, predict the reactants needed to synthesize it. (3) The reactants are: [N+:1]([C:4]1[CH:9]=[CH:8][C:7]([C:10]2[C:14](B3OC(C)(C)C(C)(C)O3)=[CH:13]N(CC(OC(C)(C)C)=O)N=2)=[CH:6][CH:5]=1)([O-:3])=[O:2].Cl.[C:33]([NH:37][NH2:38])([CH3:36])([CH3:35])[CH3:34]. Given the product [CH3:34][C:33]([N:37]1[CH:13]=[CH:14][C:10]([C:7]2[CH:8]=[CH:9][C:4]([N+:1]([O-:3])=[O:2])=[CH:5][CH:6]=2)=[N:38]1)([CH3:36])[CH3:35], predict the reactants needed to synthesize it. (4) Given the product [O:17]([C:24]1[CH:25]=[CH:26][C:27]([O:30][CH2:31][C@@H:32]([OH:34])[CH3:33])=[CH:28][CH:29]=1)[C:18]1[CH:23]=[CH:22][CH:21]=[CH:20][CH:19]=1, predict the reactants needed to synthesize it. The reactants are: [Cl-].C([Al+]CC)C.CCCCCC.[Cl-].[Al+3].[Cl-].[Cl-].[O:17]([C:24]1[CH:29]=[CH:28][C:27]([OH:30])=[CH:26][CH:25]=1)[C:18]1[CH:23]=[CH:22][CH:21]=[CH:20][CH:19]=1.[CH2:31]1[O:34][CH:32]1[CH3:33]. (5) Given the product [S:12]([OH:16])([OH:15])(=[O:14])=[O:13].[NH2:1][C@:2]1([C:7]([O:9][CH2:10][CH3:11])=[O:8])[CH2:4][C@H:3]1[CH:5]=[CH2:6].[NH2:1][C@:2]1([C:7]([O:9][CH2:10][CH3:11])=[O:8])[CH2:4][C@H:3]1[CH:5]=[CH2:6], predict the reactants needed to synthesize it. The reactants are: [NH2:1][C@:2]1([C:7]([O:9][CH2:10][CH3:11])=[O:8])[CH2:4][C@H:3]1[CH:5]=[CH2:6].[S:12](=[O:16])(=[O:15])([OH:14])[OH:13]. (6) Given the product [NH:27]1[C:35]2[C:30](=[C:31]([C:2]3[N:3]=[C:4]([N:21]4[CH2:26][CH2:25][O:24][CH2:23][CH2:22]4)[C:5]4[S:10][C:9]([CH2:11][N:12]([CH3:20])[S:13]([CH2:16][CH2:17][CH2:18][Cl:19])(=[O:14])=[O:15])=[CH:8][C:6]=4[N:7]=3)[CH:32]=[CH:33][CH:34]=2)[CH:29]=[CH:28]1, predict the reactants needed to synthesize it. The reactants are: Cl[C:2]1[N:3]=[C:4]([N:21]2[CH2:26][CH2:25][O:24][CH2:23][CH2:22]2)[C:5]2[S:10][C:9]([CH2:11][N:12]([CH3:20])[S:13]([CH2:16][CH2:17][CH2:18][Cl:19])(=[O:15])=[O:14])=[CH:8][C:6]=2[N:7]=1.[NH:27]1[C:35]2[C:30](=[CH:31][CH:32]=[CH:33][CH:34]=2)[CH:29]=[C:28]1B(O)O. (7) Given the product [CH3:1][O:2][C:3]([C:4]1[N:20]=[C:17]([CH3:18])[S:19][C:5]=1[C:6]1[CH:11]=[CH:10][CH:9]=[CH:8][C:7]=1[O:12][CH3:13])=[O:16], predict the reactants needed to synthesize it. The reactants are: [CH3:1][O:2][C:3](=[O:16])[C:4](=O)[CH:5](Cl)[C:6]1[CH:11]=[CH:10][CH:9]=[CH:8][C:7]=1[O:12][CH3:13].[C:17]([NH2:20])(=[S:19])[CH3:18]. (8) Given the product [CH3:29][O:30][C:31]1[CH:32]=[C:33]([C:2]2[S:3][C:4]3[CH2:5][C:6]4[C:12]([C:13]5[CH:18]=[CH:17][C:16]([O:19][CH3:20])=[CH:15][CH:14]=5)=[N:11][N:10]([CH2:21][O:22][CH2:23][CH2:24][Si:25]([CH3:26])([CH3:28])[CH3:27])[C:7]=4[C:8]=3[CH:9]=2)[CH:34]=[CH:35][C:36]=1[O:37][CH3:38], predict the reactants needed to synthesize it. The reactants are: Br[C:2]1[S:3][C:4]2[CH2:5][C:6]3[C:12]([C:13]4[CH:18]=[CH:17][C:16]([O:19][CH3:20])=[CH:15][CH:14]=4)=[N:11][N:10]([CH2:21][O:22][CH2:23][CH2:24][Si:25]([CH3:28])([CH3:27])[CH3:26])[C:7]=3[C:8]=2[CH:9]=1.[CH3:29][O:30][C:31]1[CH:32]=[C:33](B2OC(C)(C)C(C)(C)O2)[CH:34]=[CH:35][C:36]=1[O:37][CH3:38].C([O-])([O-])=O.[Na+].[Na+]. (9) Given the product [ClH:20].[CH3:2][C:3]1[CH:8]=[C:7]([C:9]2[CH:17]=[CH:16][C:12]([C:13]([O:15][CH3:22])=[O:14])=[CH:11][CH:10]=2)[CH:6]=[CH:5][N:4]=1, predict the reactants needed to synthesize it. The reactants are: Cl.[CH3:2][C:3]1[CH:8]=[C:7]([C:9]2[CH:17]=[CH:16][C:12]([C:13]([OH:15])=[O:14])=[CH:11][CH:10]=2)[CH:6]=[CH:5][N:4]=1.S(Cl)([Cl:20])=O.[CH3:22]O. (10) Given the product [C:9]([C:3]1[CH:4]=[C:5]([Cl:8])[CH:6]=[CH:7][C:2]=1[NH:1][S:28]([C:25]1[CH:26]=[CH:27][C:22]([C:18]([CH3:17])([CH3:21])[CH2:19][CH3:20])=[CH:23][CH:24]=1)(=[O:30])=[O:29])(=[O:10])[C:11]1[CH:12]=[CH:13][CH:14]=[CH:15][CH:16]=1, predict the reactants needed to synthesize it. The reactants are: [NH2:1][C:2]1[CH:7]=[CH:6][C:5]([Cl:8])=[CH:4][C:3]=1[C:9]([C:11]1[CH:16]=[CH:15][CH:14]=[CH:13][CH:12]=1)=[O:10].[CH3:17][C:18]([C:22]1[CH:27]=[CH:26][C:25]([S:28](Cl)(=[O:30])=[O:29])=[CH:24][CH:23]=1)([CH3:21])[CH2:19][CH3:20].